This data is from Peptide-MHC class II binding affinity with 134,281 pairs from IEDB. The task is: Regression. Given a peptide amino acid sequence and an MHC pseudo amino acid sequence, predict their binding affinity value. This is MHC class II binding data. (1) The peptide sequence is IEGGSLFIVPRFHVV. The MHC is DRB1_0701 with pseudo-sequence DRB1_0701. The binding affinity (normalized) is 0.491. (2) The peptide sequence is TAAATAPADDKFTVF. The MHC is HLA-DQA10102-DQB10502 with pseudo-sequence HLA-DQA10102-DQB10502. The binding affinity (normalized) is 0.189. (3) The peptide sequence is NVWEVKSSKPLVGPF. The MHC is HLA-DQA10102-DQB10602 with pseudo-sequence HLA-DQA10102-DQB10602. The binding affinity (normalized) is 0.448. (4) The peptide sequence is AKGLNQEILELAQSET. The MHC is DRB4_0101 with pseudo-sequence DRB4_0103. The binding affinity (normalized) is 0.0734. (5) The peptide sequence is RVNNSYSLIRLSHNS. The MHC is H-2-IAb with pseudo-sequence H-2-IAb. The binding affinity (normalized) is 0.387. (6) The peptide sequence is MGDDGVLACAIATHA. The MHC is HLA-DQA10501-DQB10201 with pseudo-sequence HLA-DQA10501-DQB10201. The binding affinity (normalized) is 0.370.